Predict which catalyst facilitates the given reaction. From a dataset of Catalyst prediction with 721,799 reactions and 888 catalyst types from USPTO. (1) Reactant: [CH2:1]([O:8][CH2:9][C:10]([NH:12][N:13]([CH2:17][C:18]1[CH:23]=[CH:22][C:21]([CH3:24])=[CH:20][CH:19]=1)[C:14]([NH2:16])=[O:15])=O)[C:2]1[CH:7]=[CH:6][CH:5]=[CH:4][CH:3]=1.CS(O)(=O)=O. Product: [CH2:1]([O:8][CH2:9][C:10]1[NH:16][C:14](=[O:15])[N:13]([CH2:17][C:18]2[CH:23]=[CH:22][C:21]([CH3:24])=[CH:20][CH:19]=2)[N:12]=1)[C:2]1[CH:7]=[CH:6][CH:5]=[CH:4][CH:3]=1. The catalyst class is: 68. (2) Reactant: [CH3:1][O:2][C:3]1[CH:4]=[C:5]([CH2:9][CH2:10][NH:11][C:12]([C:14]2[S:15][CH:16]=[CH:17][CH:18]=2)=O)[CH:6]=[CH:7][CH:8]=1.P(Cl)(Cl)(Cl)=O. Product: [CH3:1][O:2][C:3]1[CH:4]=[C:5]2[C:6](=[CH:7][CH:8]=1)[C:12]([C:14]1[S:15][CH:16]=[CH:17][CH:18]=1)=[N:11][CH2:10][CH2:9]2. The catalyst class is: 328.